From a dataset of Aqueous solubility values for 9,982 compounds from the AqSolDB database. Regression/Classification. Given a drug SMILES string, predict its absorption, distribution, metabolism, or excretion properties. Task type varies by dataset: regression for continuous measurements (e.g., permeability, clearance, half-life) or binary classification for categorical outcomes (e.g., BBB penetration, CYP inhibition). For this dataset (solubility_aqsoldb), we predict Y. (1) The compound is O=C(O)Cc1ccc(-c2ccccc2)cc1. The Y is -3.73 log mol/L. (2) The compound is CC(=O)c1cccs1. The Y is -0.955 log mol/L. (3) The molecule is CNS(=O)(=O)c1cc(OC)c(N/N=C2\C(=O)C(C(=O)Nc3ccc4[nH]c(=O)[nH]c4c3)=Cc3ccccc32)cc1C. The Y is -8.22 log mol/L. (4) The drug is Cn1c(=O)ncc2nccnc21. The Y is -1.37 log mol/L. (5) The drug is O=[N+]([O-])c1cc(Cl)ccc1O. The Y is -3.09 log mol/L. (6) The molecule is COc1ccc(Cl)cc1. The Y is -2.78 log mol/L. (7) The drug is c1cnc2ncncc2n1. The Y is 0.0200 log mol/L. (8) The molecule is CNC(=O)O/N=C/C(C)(C)SC. The Y is -1.50 log mol/L. (9) The drug is OCC(CBr)(CBr)CBr. The Y is -2.23 log mol/L. (10) The compound is Nc1ccc(S(=O)(=O)Nc2ccc(S(N)(=O)=O)cc2)cc1. The Y is -2.76 log mol/L.